This data is from Full USPTO retrosynthesis dataset with 1.9M reactions from patents (1976-2016). The task is: Predict the reactants needed to synthesize the given product. (1) The reactants are: [Cl:1][C:2]1[C:3]([N:13]2[CH2:18][CH2:17][NH:16][CH2:15][CH2:14]2)=[N:4][CH:5]=[C:6]([CH:12]=1)[C:7]([O:9][CH2:10][CH3:11])=[O:8].[N:19]([C:22]1[CH:27]=[C:26]([CH3:28])[C:25]([CH3:29])=[CH:24][C:23]=1[N+:30]([O-:32])=[O:31])=[C:20]=[O:21]. Given the product [Cl:1][C:2]1[C:3]([N:13]2[CH2:18][CH2:17][N:16]([C:20]([NH:19][C:22]3[CH:27]=[C:26]([CH3:28])[C:25]([CH3:29])=[CH:24][C:23]=3[N+:30]([O-:32])=[O:31])=[O:21])[CH2:15][CH2:14]2)=[N:4][CH:5]=[C:6]([CH:12]=1)[C:7]([O:9][CH2:10][CH3:11])=[O:8], predict the reactants needed to synthesize it. (2) Given the product [C:11]1([C:2]2[CH:3]=[C:4]([C:8](=[O:10])[CH3:9])[CH:5]=[N:6][CH:7]=2)[CH:16]=[CH:15][CH:14]=[CH:13][CH:12]=1, predict the reactants needed to synthesize it. The reactants are: Br[C:2]1[CH:3]=[C:4]([C:8](=[O:10])[CH3:9])[CH:5]=[N:6][CH:7]=1.[C:11]1(B(O)O)[CH:16]=[CH:15][CH:14]=[CH:13][CH:12]=1.C1(C)C=CC=CC=1.C(=O)([O-])[O-].[Na+].[Na+]. (3) Given the product [C:50]([C@:49]([CH2:48][NH2:61])([CH2:53][C:54]1[CH:55]=[CH:56][C:57]([Cl:60])=[CH:58][CH:59]=1)[C:65]([N:24]1[CH2:23][CH2:22][N:21]([C:20]2[C:15]3[C:14]([C:27]4[S:28][CH:29]=[CH:30][CH:31]=4)=[CH:13][NH:12][C:16]=3[N:17]=[CH:18][N:19]=2)[CH2:26][CH2:25]1)=[O:69])([O:52][C:38]([CH3:40])([CH3:88])[CH3:39])=[O:51], predict the reactants needed to synthesize it. The reactants are: Cl.Cl.C1(S([N:12]2[C:16]3[N:17]=[CH:18][N:19]=[C:20]([N:21]4[CH2:26][CH2:25][NH:24][CH2:23][CH2:22]4)[C:15]=3[C:14]([C:27]3[S:28][CH:29]=[CH:30][CH:31]=3)=[CH:13]2)(=O)=O)C=CC=CC=1.CCN([CH:38]([CH3:40])[CH3:39])C(C)C.C([CH:48]([NH2:61])[C@H:49]([CH2:53][C:54]1[CH:59]=[CH:58][C:57]([Cl:60])=[CH:56][CH:55]=1)[C:50]([OH:52])=[O:51])(OC(C)(C)C)=O.CN([C:65]([O:69]N1N=NC2C=CC=CC1=2)=[N+](C)C)C.F[P-](F)(F)(F)(F)F.[Li+].[OH-].[C:88]([O-])(O)=O.[Na+]. (4) Given the product [Cl:1][C:2]1[CH:7]=[C:6]([F:8])[CH:5]=[C:4]([F:9])[C:3]=1[N:10]([C:20](=[O:21])[CH2:19][Cl:18])[C:11]1[CH:16]=[CH:15][C:14]([CH3:17])=[CH:13][CH:12]=1, predict the reactants needed to synthesize it. The reactants are: [Cl:1][C:2]1[CH:7]=[C:6]([F:8])[CH:5]=[C:4]([F:9])[C:3]=1[NH:10][C:11]1[CH:16]=[CH:15][C:14]([CH3:17])=[CH:13][CH:12]=1.[Cl:18][CH2:19][C:20](Cl)=[O:21]. (5) The reactants are: [CH3:1][C:2]([O:5][C:6]([NH:8][CH:9]1[CH2:15][CH2:14][C:12](=[O:13])[CH2:11][CH2:10]1)=[O:7])([CH3:4])[CH3:3].[Li+].C[Si]([N-][Si](C)(C)C)(C)C.[F:26][C:27]([F:47])([F:46])[S:28](N(C1C=CC(Cl)=CN=1)[S:28]([C:27]([F:47])([F:46])[F:26])(=[O:30])=[O:29])(=[O:30])=[O:29]. Given the product [F:26][C:27]([F:47])([F:46])[S:28]([O:13][C:12]1[CH2:11][CH2:10][CH:9]([NH:8][C:6]([O:5][C:2]([CH3:1])([CH3:3])[CH3:4])=[O:7])[CH2:15][CH:14]=1)(=[O:30])=[O:29], predict the reactants needed to synthesize it. (6) Given the product [OH:8][CH2:9][C:10]([NH:13][C:14]([C:16]1[C:17]2[CH2:18][C@H:19]3[CH2:31][C@H:20]3[C:21]=2[N:22]([C:24]2[CH:29]=[N:28][C:27]([CH2:4][CH:5]3[CH2:7][CH2:6]3)=[CH:26][N:25]=2)[N:23]=1)=[O:15])([CH3:12])[CH3:11], predict the reactants needed to synthesize it. The reactants are: II.Br[CH2:4][CH:5]1[CH2:7][CH2:6]1.[OH:8][CH2:9][C:10]([NH:13][C:14]([C:16]1[C:17]2[CH2:18][C@H:19]3[CH2:31][C@H:20]3[C:21]=2[N:22]([C:24]2[CH:29]=[N:28][C:27](Br)=[CH:26][N:25]=2)[N:23]=1)=[O:15])([CH3:12])[CH3:11].